This data is from NCI-60 drug combinations with 297,098 pairs across 59 cell lines. The task is: Regression. Given two drug SMILES strings and cell line genomic features, predict the synergy score measuring deviation from expected non-interaction effect. (1) Drug 1: C1CCC(CC1)NC(=O)N(CCCl)N=O. Drug 2: CN(C)N=NC1=C(NC=N1)C(=O)N. Cell line: SK-OV-3. Synergy scores: CSS=10.2, Synergy_ZIP=-3.51, Synergy_Bliss=-2.81, Synergy_Loewe=-1.68, Synergy_HSA=-1.79. (2) Drug 1: CS(=O)(=O)C1=CC(=C(C=C1)C(=O)NC2=CC(=C(C=C2)Cl)C3=CC=CC=N3)Cl. Drug 2: C1=NC(=NC(=O)N1C2C(C(C(O2)CO)O)O)N. Cell line: SR. Synergy scores: CSS=39.1, Synergy_ZIP=2.85, Synergy_Bliss=4.12, Synergy_Loewe=5.02, Synergy_HSA=8.73. (3) Drug 1: CC12CCC(CC1=CCC3C2CCC4(C3CC=C4C5=CN=CC=C5)C)O. Drug 2: CC1C(C(CC(O1)OC2CC(CC3=C2C(=C4C(=C3O)C(=O)C5=CC=CC=C5C4=O)O)(C(=O)C)O)N)O. Cell line: KM12. Synergy scores: CSS=27.3, Synergy_ZIP=-4.37, Synergy_Bliss=-5.16, Synergy_Loewe=-17.4, Synergy_HSA=-4.53. (4) Drug 1: C1=CC(=CC=C1CC(C(=O)O)N)N(CCCl)CCCl.Cl. Drug 2: COC1=C2C(=CC3=C1OC=C3)C=CC(=O)O2. Cell line: BT-549. Synergy scores: CSS=16.6, Synergy_ZIP=-3.36, Synergy_Bliss=0.191, Synergy_Loewe=-8.64, Synergy_HSA=-2.37. (5) Drug 1: CN1C2=C(C=C(C=C2)N(CCCl)CCCl)N=C1CCCC(=O)O.Cl. Drug 2: CCC1(C2=C(COC1=O)C(=O)N3CC4=CC5=C(C=CC(=C5CN(C)C)O)N=C4C3=C2)O.Cl. Cell line: UO-31. Synergy scores: CSS=13.8, Synergy_ZIP=-0.264, Synergy_Bliss=3.38, Synergy_Loewe=-28.7, Synergy_HSA=-1.53. (6) Drug 1: C1=C(C(=O)NC(=O)N1)F. Drug 2: C1=NC2=C(N=C(N=C2N1C3C(C(C(O3)CO)O)F)Cl)N. Cell line: K-562. Synergy scores: CSS=46.1, Synergy_ZIP=-8.73, Synergy_Bliss=-9.21, Synergy_Loewe=-6.16, Synergy_HSA=-2.72.